Dataset: Forward reaction prediction with 1.9M reactions from USPTO patents (1976-2016). Task: Predict the product of the given reaction. Given the reactants [Cl:1][C:2]1[CH:3]=[C:4]([CH:14]=[CH:15][C:16]=1[Cl:17])[CH2:5][N:6]1[CH2:11][CH2:10][O:9][CH:8]([CH2:12][NH2:13])[CH2:7]1.[N:18]([C:21]1[CH:22]=[C:23]([CH:28]=[CH:29][CH:30]=1)[C:24]([O:26][CH3:27])=[O:25])=[C:19]=[O:20], predict the reaction product. The product is: [Cl:1][C:2]1[CH:3]=[C:4]([CH:14]=[CH:15][C:16]=1[Cl:17])[CH2:5][N:6]1[CH2:11][CH2:10][O:9][CH:8]([CH2:12][NH:13][C:19]([NH:18][C:21]2[CH:22]=[C:23]([CH:28]=[CH:29][CH:30]=2)[C:24]([O:26][CH3:27])=[O:25])=[O:20])[CH2:7]1.